This data is from Catalyst prediction with 721,799 reactions and 888 catalyst types from USPTO. The task is: Predict which catalyst facilitates the given reaction. Reactant: [Cl:1][C:2]1[C:3](=[O:21])[N:4](C2CCCCO2)[N:5]=[CH:6][C:7]=1[O:8][CH2:9][CH:10]1[CH2:14][CH2:13][CH2:12][CH2:11]1.Cl.[OH-].[Na+]. Product: [Cl:1][C:2]1[C:3](=[O:21])[NH:4][N:5]=[CH:6][C:7]=1[O:8][CH2:9][CH:10]1[CH2:14][CH2:13][CH2:12][CH2:11]1. The catalyst class is: 24.